This data is from Experimentally validated miRNA-target interactions with 360,000+ pairs, plus equal number of negative samples. The task is: Binary Classification. Given a miRNA mature sequence and a target amino acid sequence, predict their likelihood of interaction. (1) The miRNA is hsa-miR-6799-5p with sequence GGGGAGGUGUGCAGGGCUGG. The protein sequence of the target gene is MGSGTSTQHHFAFQNAERAFKAAALIQRWYRRYVARLEMRRRCTWSIFQSIEYAGQQDQVKLHDFFSYLMDHFIPSSHNDRDFLTRIFTEDRFAQDSEMKKCSDYESIEVPDSYTGPRLSFPLLPDHATALVEAFRLKQQLHARYVLNLLYETKKHLVQLPNINRVSTCYSEEITVCGDLHGQLDDLIFIFYKNGLPSPERSYVFNGDFVDRGKDSVEILMILFAFMLVYPKEFHLNRGNHEDHMVNLRYGFTKEVMNKYKVHGKEILRTLQDVFCWLPLATLIDEKVLILHGGVSDITD.... Result: 1 (interaction). (2) The miRNA is hsa-miR-6847-3p with sequence GGCUCAUGUGUCUGUCCUCUUC. The protein sequence of the target gene is MSINLTVDIYIYLLSNARSVCGKQRSKQLYFLFSPKHYWRISHISLQRGFHTNIIRCKWTKSEAHSCSKHCYSPSNHGLHIGILKLSTSAPKGLTKVNICMSRIKSTLNSVSKAVFGNQNEMISRLAQFKPSSQILRKVSDSGWLKQKNIKQAIKSLKKYSDKSAEKSPFPEEKSHIIDKEEDIGKRSLFHYTSSITTKFGDSFYFLSNHINSYFKRKEKMSQQKENEHFRDKSELEDKKVEEGKLRSPDPGILAYKPGSESVHTVDKPTSPSAIPDVLQVSTKQSIANFLSRPTEGVQA.... Result: 0 (no interaction). (3) The miRNA is hsa-miR-4690-5p with sequence GAGCAGGCGAGGCUGGGCUGAA. The protein sequence of the target gene is MSEADGLRQRRPLRPQVVTDDGQVPEVKEGSSFSGRVFRMTFLMLAVSLAIPLLGAMMLLESPIDPQSFSFKEPPFMFGVLHPNTKLRQAERLFENQLSGPESIVNIGDVLFTGTADGRVVKLENGEIETIARFGSGPCKTRDDEPTCGRPLGIRAGPNGTLFVVDAYKGLFEVNPQKRSVKLLLSSETPIEGKKMSFVNDLTVTRDGRKIYFTDSSSKWQRRDYLLLVMEATDDGRLLEYDTVTKEVKVLLDQLQFPNGVQLSPEEDFVLVAETTMARIRRVYVSGLMKGGADMFVENM.... Result: 0 (no interaction). (4) The miRNA is mmu-miR-7212-3p with sequence UAACACACACGUCUCCAGGUC. The protein sequence of the target gene is MKAVRNLLIYIFSTYLLVMFGFNAAQDFWCSTLVKGVIYGSYSVSEMFPKNFTNCTWTLENPDPTKYSIYLKFSKKDLSCSNFSLLAYQFDHFSHEKIKDLLRKNHSIMQLCNSKNAFVFLQYDKNFIQIRRVFPTNFPGLQKKGEEDQKSFFEFLVLNKVSPSQFGCHVLCTWLESCLKSENGRTESCGIMYTKCTCPQHLGEWGIDDQSLILLNNVVLPLNEQTEGCLTQELQTTQVCNLTREAKRPPKEEFGMMGDHTIKSQRPRSVHEKRVPQEQADAAKFMAQTGESGVEEWSQW.... Result: 0 (no interaction).